From a dataset of Full USPTO retrosynthesis dataset with 1.9M reactions from patents (1976-2016). Predict the reactants needed to synthesize the given product. Given the product [I:6]([C:9]1[CH:14]=[CH:13][C:12]([C:22]2[S:23][C:24]3[CH:30]=[C:29]([O:31][CH3:32])[CH:28]=[CH:27][C:25]=3[N:26]=2)=[CH:11][CH:10]=1)(=[O:8])=[O:7], predict the reactants needed to synthesize it. The reactants are: CC1(C)OO1.[I:6]([C:9]1[CH:14]=[CH:13][CH:12]=[CH:11][CH:10]=1)(=[O:8])=[O:7].IC1C=CC([C:22]2[S:23][C:24]3[CH:30]=[C:29]([O:31][CH3:32])[CH:28]=[CH:27][C:25]=3[N:26]=2)=CC=1.